The task is: Predict which catalyst facilitates the given reaction.. This data is from Catalyst prediction with 721,799 reactions and 888 catalyst types from USPTO. Reactant: [OH:1][CH:2]1[CH:7]([CH2:8]OS(C2C=CC(C)=CC=2)(=O)=O)[CH2:6][CH2:5][N:4]([C:20]([O:22][C:23]([CH3:26])([CH3:25])[CH3:24])=[O:21])[CH2:3]1.[O:27]1[C:36]2[CH:35]=[C:34]([NH:37]C(=O)OC(C)(C)C)[N:33]=[CH:32][C:31]=2[O:30][CH2:29][CH2:28]1.[H-].[Na+].C([O-])(O)=O.[Na+]. Product: [O:27]1[C:36]2[CH:35]=[C:34]([NH:37][CH2:8][CH:7]3[CH2:6][CH2:5][N:4]([C:20]([O:22][C:23]([CH3:24])([CH3:25])[CH3:26])=[O:21])[CH2:3][CH:2]3[OH:1])[N:33]=[CH:32][C:31]=2[O:30][CH2:29][CH2:28]1. The catalyst class is: 3.